Dataset: Forward reaction prediction with 1.9M reactions from USPTO patents (1976-2016). Task: Predict the product of the given reaction. (1) Given the reactants [CH3:1][S:2]([OH:5])(=[O:4])=[O:3].[Cl:6][C:7]1[CH:8]=[CH:9][C:10]2[CH2:16][CH2:15][NH:14][CH2:13][C@H:12]([CH3:17])[C:11]=2[CH:18]=1.C(OC(C)C)(=O)C, predict the reaction product. The product is: [S:2]([OH:5])(=[O:4])(=[O:3])[CH3:1].[Cl:6][C:7]1[CH:8]=[CH:9][C:10]2[CH2:16][CH2:15][NH:14][CH2:13][C@H:12]([CH3:17])[C:11]=2[CH:18]=1. (2) Given the reactants Cl[CH2:2][CH2:3][CH2:4][CH2:5][O:6][CH2:7][CH2:8][CH2:9][CH2:10][C:11]([CH3:18])([CH3:17])[C:12]([O:14][CH2:15][CH3:16])=[O:13].[Na+].[I-:20], predict the reaction product. The product is: [I:20][CH2:2][CH2:3][CH2:4][CH2:5][O:6][CH2:7][CH2:8][CH2:9][CH2:10][C:11]([CH3:18])([CH3:17])[C:12]([O:14][CH2:15][CH3:16])=[O:13]. (3) The product is: [Cl:4][C:5]1[C:6]([CH3:37])=[C:7]([C:26]2[CH:27]=[N:28][N:29]([CH:31]3[CH2:32][CH2:33][N:34]([CH3:38])[CH2:35][CH2:36]3)[CH:30]=2)[C:8]([O:24][CH3:25])=[C:9]([CH:11]([N:13]2[C:17]3=[N:18][CH:19]=[N:20][C:21]([NH2:22])=[C:16]3[C:15]([CH3:23])=[N:14]2)[CH3:12])[CH:10]=1. Given the reactants C=O.O.[Cl:4][C:5]1[C:6]([CH3:37])=[C:7]([C:26]2[CH:27]=[N:28][N:29]([CH:31]3[CH2:36][CH2:35][NH:34][CH2:33][CH2:32]3)[CH:30]=2)[C:8]([O:24][CH3:25])=[C:9]([CH:11]([N:13]2[C:17]3=[N:18][CH:19]=[N:20][C:21]([NH2:22])=[C:16]3[C:15]([CH3:23])=[N:14]2)[CH3:12])[CH:10]=1.[CH:38](N(CC)C(C)C)(C)C.C(O[BH-](OC(=O)C)OC(=O)C)(=O)C.[Na+], predict the reaction product. (4) Given the reactants [F:1][C:2]([F:17])([F:16])[C:3]1[CH:4]=[C:5]([C@@H:13]([OH:15])[CH3:14])[CH:6]=[C:7]([C:9]([F:12])([F:11])[F:10])[CH:8]=1.C1CCN2C(=NCCC2)CC1.[Cl:29][C:30]([Cl:34])([Cl:33])[C:31]#[N:32], predict the reaction product. The product is: [F:1][C:2]([F:16])([F:17])[C:3]1[CH:4]=[C:5]([C@@H:13]([O:15][C:31](=[NH:32])[C:30]([Cl:34])([Cl:33])[Cl:29])[CH3:14])[CH:6]=[C:7]([C:9]([F:10])([F:11])[F:12])[CH:8]=1. (5) Given the reactants [H-].[Na+].[CH:3]1([C:9]2[C:17]3[C:12](=[CH:13][C:14]([C:18]#[N:19])=[CH:15][CH:16]=3)[NH:11][C:10]=2[C:20]2[CH:25]=[CH:24][CH:23]=[CH:22][CH:21]=2)[CH2:8][CH2:7][CH2:6][CH2:5][CH2:4]1.Br[CH2:27][C:28]([O:30][C:31]([CH3:34])([CH3:33])[CH3:32])=[O:29], predict the reaction product. The product is: [C:18]([C:14]1[CH:13]=[C:12]2[C:17]([C:9]([CH:3]3[CH2:4][CH2:5][CH2:6][CH2:7][CH2:8]3)=[C:10]([C:20]3[CH:25]=[CH:24][CH:23]=[CH:22][CH:21]=3)[N:11]2[CH2:27][C:28]([O:30][C:31]([CH3:34])([CH3:33])[CH3:32])=[O:29])=[CH:16][CH:15]=1)#[N:19].